This data is from Forward reaction prediction with 1.9M reactions from USPTO patents (1976-2016). The task is: Predict the product of the given reaction. (1) Given the reactants Cl[C:2]1[N:7]=[C:6]([N:8]2[CH2:13][CH2:12][O:11][CH2:10][CH2:9]2)[CH:5]=[C:4]([Cl:14])[N:3]=1.CCN(C(C)C)C(C)C.[NH2:24][CH2:25][CH2:26][C:27]1[CH:28]=[N:29][CH:30]=[CH:31][CH:32]=1, predict the reaction product. The product is: [Cl:14][C:4]1[CH:5]=[C:6]([N:8]2[CH2:13][CH2:12][O:11][CH2:10][CH2:9]2)[N:7]=[C:2]([NH:24][CH2:25][CH2:26][C:27]2[CH:28]=[N:29][CH:30]=[CH:31][CH:32]=2)[N:3]=1. (2) Given the reactants [OH:1][C:2]1[C:7]([C:8]2[C:16]3[C:15]([NH:17][CH:18]([C:20]4[N:25]([C:26]5[CH:31]=[CH:30][CH:29]=[CH:28][CH:27]=5)[C:24](=[O:32])[C:23]5=[C:33]([CH3:36])[CH:34]=[CH:35][N:22]5[N:21]=4)[CH3:19])=[N:14][CH:13]=[N:12][C:11]=3[N:10](COCC[Si](C)(C)C)[CH:9]=2)=[CH:6][CH:5]=[CH:4][C:3]=1[NH:45][S:46]([CH3:49])(=[O:48])=[O:47].FC(F)(F)C(O)=O.N, predict the reaction product. The product is: [OH:1][C:2]1[C:7]([C:8]2[C:16]3[C:15]([NH:17][C@H:18]([C:20]4[N:25]([C:26]5[CH:27]=[CH:28][CH:29]=[CH:30][CH:31]=5)[C:24](=[O:32])[C:23]5=[C:33]([CH3:36])[CH:34]=[CH:35][N:22]5[N:21]=4)[CH3:19])=[N:14][CH:13]=[N:12][C:11]=3[NH:10][CH:9]=2)=[CH:6][CH:5]=[CH:4][C:3]=1[NH:45][S:46]([CH3:49])(=[O:47])=[O:48]. (3) Given the reactants [CH:1]1([CH:7]([C:18]2[CH:22]=[C:21]([C:23]3[CH:24]=[N:25][CH:26]=[CH:27][CH:28]=3)[O:20][C:19]=2[CH3:29])[O:8][C:9]2[CH:17]=[CH:16][C:12]([C:13]([OH:15])=O)=[CH:11][CH:10]=2)[CH2:6][CH2:5][CH2:4][CH2:3][CH2:2]1.[CH3:30][NH:31][CH2:32][CH2:33][C:34]([O:36]CC)=[O:35].Cl.C(N=C=NCCCN(C)C)C.O.OC1C2N=NNC=2C=CC=1, predict the reaction product. The product is: [CH:1]1([CH:7]([C:18]2[CH:22]=[C:21]([C:23]3[CH:24]=[N:25][CH:26]=[CH:27][CH:28]=3)[O:20][C:19]=2[CH3:29])[O:8][C:9]2[CH:10]=[CH:11][C:12]([C:13]([N:31]([CH3:30])[CH2:32][CH2:33][C:34]([OH:36])=[O:35])=[O:15])=[CH:16][CH:17]=2)[CH2:6][CH2:5][CH2:4][CH2:3][CH2:2]1. (4) Given the reactants [CH3:1][O:2][C:3]1[CH:8]=[CH:7][C:6]([CH2:9][C:10](=[O:12])[CH3:11])=[CH:5][CH:4]=1.[Cl:13][S:14](O)(=[O:16])=[O:15], predict the reaction product. The product is: [Cl:13][S:14]([C:4]1[CH:5]=[C:6]([CH2:9][C:10](=[O:12])[CH3:11])[CH:7]=[CH:8][C:3]=1[O:2][CH3:1])(=[O:16])=[O:15]. (5) Given the reactants [NH:1]1[C:9]2[C:4](=[CH:5][CH:6]=[CH:7][CH:8]=2)[CH:3]=[CH:2]1.C[Mg]Br.[C:13]1([C:23](Cl)=[O:24])[C:22]2[C:17](=[CH:18][CH:19]=[CH:20][CH:21]=2)[CH:16]=[CH:15][CH:14]=1.[Cl-].[NH4+], predict the reaction product. The product is: [C:13]1([C:23]([C:3]2[C:4]3[C:9](=[CH:8][CH:7]=[CH:6][CH:5]=3)[NH:1][CH:2]=2)=[O:24])[C:22]2[C:17](=[CH:18][CH:19]=[CH:20][CH:21]=2)[CH:16]=[CH:15][CH:14]=1. (6) The product is: [C:30]([C:27]1[CH:28]=[CH:29][C:24]([CH2:23][N:22]([CH2:21][C:17]2[CH:16]=[C:15]([CH:20]=[CH:19][CH:18]=2)[O:14][CH2:13][C:12]([OH:11])=[O:34])[S:51]([C:47]2[CH:46]=[N:45][CH:50]=[CH:49][CH:48]=2)(=[O:53])=[O:52])=[CH:25][CH:26]=1)([CH3:33])([CH3:31])[CH3:32]. Given the reactants C(O)(=O)CCC(O)=O.C([O:11][C:12](=[O:34])[CH2:13][O:14][C:15]1[CH:20]=[CH:19][CH:18]=[C:17]([CH2:21][NH:22][CH2:23][C:24]2[CH:29]=[CH:28][C:27]([C:30]([CH3:33])([CH3:32])[CH3:31])=[CH:26][CH:25]=2)[CH:16]=1)C.C(N(CC)C(C)C)(C)C.Cl.[N:45]1[CH:50]=[CH:49][CH:48]=[C:47]([S:51](Cl)(=[O:53])=[O:52])[CH:46]=1.[OH-].[Na+].Cl, predict the reaction product. (7) Given the reactants [F:1][C:2]1[CH:3]=[C:4]([C:21]([NH2:23])=[O:22])[C:5]2[O:9][C:8]([C:10]3[CH:15]=C[C:13]([CH2:16][N:17](C)[CH3:18])=[CH:12][CH:11]=3)=[CH:7][C:6]=2[CH:20]=1.FC1C=C(C(OC)=O)C2OC(C3C=[N:35]C(CNC)=CC=3)=CC=2C=1, predict the reaction product. The product is: [F:1][C:2]1[CH:3]=[C:4]([C:21]([NH2:23])=[O:22])[C:5]2[O:9][C:8]([C:10]3[CH:15]=[N:35][C:13]([CH2:16][NH:17][CH3:18])=[CH:12][CH:11]=3)=[CH:7][C:6]=2[CH:20]=1. (8) Given the reactants [Br:1][C:2]1[CH:7]=[CH:6][CH:5]=[CH:4][C:3]=1/[CH:8]=[CH:9]/[C@H:10]([C@@H:12]1[O:16][C:15](=[O:17])[C@H:14]([O:18][CH3:19])[C@@H:13]1[OH:20])[OH:11].Cl.[NH2:22][C@@H:23]1[C:29](=[O:30])[N:28]([CH3:31])[C:27]2[CH:32]=[CH:33][CH:34]=[CH:35][C:26]=2[O:25][CH2:24]1.C(C(CCCC)C([O-])=O)C.[Na+].C(Cl)Cl, predict the reaction product. The product is: [Br:1][C:2]1[CH:7]=[CH:6][CH:5]=[CH:4][C:3]=1/[CH:8]=[CH:9]/[C@@H:10]([OH:11])[C@H:12]([OH:16])[C@@H:13]([OH:20])[C@@H:14]([O:18][CH3:19])[C:15]([NH:22][C@@H:23]1[C:29](=[O:30])[N:28]([CH3:31])[C:27]2[CH:32]=[CH:33][CH:34]=[CH:35][C:26]=2[O:25][CH2:24]1)=[O:17]. (9) The product is: [I-:2].[C:3]1([N+:9]2[N:10]=[CH:11][N:12]([CH3:1])[CH:13]=2)[CH:4]=[CH:5][CH:6]=[CH:7][CH:8]=1. Given the reactants [CH3:1][I:2].[C:3]1([N:9]2[CH:13]=[N:12][CH:11]=[N:10]2)[CH:8]=[CH:7][CH:6]=[CH:5][CH:4]=1, predict the reaction product.